From a dataset of Forward reaction prediction with 1.9M reactions from USPTO patents (1976-2016). Predict the product of the given reaction. (1) The product is: [Br:14][C:5]1[CH:6]=[CH:7][C:2]([OH:1])=[C:3]([N+:8]([O-:10])=[O:9])[N:4]=1. Given the reactants [OH:1][C:2]1[C:3]([N+:8]([O-:10])=[O:9])=[N:4][CH:5]=[CH:6][CH:7]=1.C[O-].[Na+].[Br:14]Br, predict the reaction product. (2) The product is: [F:1][CH2:2][C:3]1[N:12]=[C:11]([N:23]([C:18]2[CH:17]=[CH:22][C:21]([O:30][CH3:31])=[CH:20][CH:19]=2)[CH3:26])[C:10]2[C:5](=[CH:6][CH:7]=[CH:8][CH:9]=2)[N:4]=1. Given the reactants [F:1][CH2:2][C:3]1[NH:12][C:11](=O)[C:10]2[C:5](=[CH:6][CH:7]=[CH:8][CH:9]=2)[N:4]=1.COC(=O)[C:17]1[CH:22]=[CH:21][CH:20]=[CH:19][C:18]=1[NH2:23].F[CH2:26]C#N.Cl.[O:30]1CCOC[CH2:31]1, predict the reaction product. (3) Given the reactants [Br:1][C:2]1[CH:3]=[C:4]([C:8]2[CH:20]=[CH:19][C:11]3[NH:12][C:13](=O)[O:14][C:15]([CH3:17])([CH3:16])[C:10]=3[CH:9]=2)[CH:5]=[CH:6][CH:7]=1.COC1C=CC(P2(SP(C3C=CC(OC)=CC=3)(=S)S2)=[S:30])=CC=1, predict the reaction product. The product is: [Br:1][C:2]1[CH:3]=[C:4]([C:8]2[CH:20]=[CH:19][C:11]3[NH:12][C:13](=[S:30])[O:14][C:15]([CH3:17])([CH3:16])[C:10]=3[CH:9]=2)[CH:5]=[CH:6][CH:7]=1. (4) Given the reactants C(OC(=O)[NH:7][C:8]1[CH:13]=[CH:12][C:11]([F:14])=[CH:10][C:9]=1[CH2:15][C:16]([CH3:18])=[CH2:17])(C)(C)C.C1(OC)C=CC=CC=1.FC(F)(F)C(O)=O.CS(O)(=O)=O, predict the reaction product. The product is: [CH3:17][C:16]1([CH3:18])[CH2:15][C:9]2[C:8](=[CH:13][CH:12]=[C:11]([F:14])[CH:10]=2)[NH:7]1. (5) Given the reactants Br[CH2:2][C:3]1[C:7]([CH2:8]Br)=[CH:6][N:5]([CH3:10])[N:4]=1.[NH2:11][C:12]1[CH:20]=[CH:19][C:18]2[N:17]3[C:21](=[O:29])[O:22][C@@H:23]([CH2:24][NH:25][C:26](=[O:28])[CH3:27])[C@@H:16]3[CH2:15][C:14]=2[CH:13]=1.C([O-])([O-])=O.[K+].[K+].CN(C=O)C, predict the reaction product. The product is: [CH3:10][N:5]1[CH:6]=[C:7]2[CH2:8][N:11]([C:12]3[CH:20]=[CH:19][C:18]4[N:17]5[C:21](=[O:29])[O:22][C@@H:23]([CH2:24][NH:25][C:26](=[O:28])[CH3:27])[C@@H:16]5[CH2:15][C:14]=4[CH:13]=3)[CH2:2][C:3]2=[N:4]1. (6) Given the reactants [F:1]C1C=CC(CO)=CC=1.CC(OI1(OC(C)=O)(OC(C)=O)O[C:21](=O)[C:20]2[CH:19]=[CH:18][CH:17]=[CH:16][C:15]1=2)=O.[Cl:32][C:33]1[CH:42]=[C:41]2[C:36]([C:37]([NH:43][CH:44]3[CH2:49][CH2:48][CH:47]([NH2:50])[CH2:46][CH2:45]3)=[CH:38][CH:39]=[N:40]2)=[CH:35][CH:34]=1.C(O)(=O)C.C([BH3-])#N, predict the reaction product. The product is: [Cl:32][C:33]1[CH:42]=[C:41]2[C:36]([C:37]([NH:43][C@H:44]3[CH2:45][CH2:46][C@@H:47]([NH:50][CH2:21][C:20]4[CH:15]=[CH:16][CH:17]=[C:18]([F:1])[CH:19]=4)[CH2:48][CH2:49]3)=[CH:38][CH:39]=[N:40]2)=[CH:35][CH:34]=1.